Dataset: TCR-epitope binding with 47,182 pairs between 192 epitopes and 23,139 TCRs. Task: Binary Classification. Given a T-cell receptor sequence (or CDR3 region) and an epitope sequence, predict whether binding occurs between them. (1) The TCR CDR3 sequence is CASSQAGGHNEQFF. Result: 0 (the TCR does not bind to the epitope). The epitope is RQLLFVVEV. (2) The epitope is LLWNGPMAV. The TCR CDR3 sequence is CASSQGGDGYGYTF. Result: 1 (the TCR binds to the epitope). (3) The epitope is YVLDHLIVV. The TCR CDR3 sequence is CASSFSGLDYGYTF. Result: 0 (the TCR does not bind to the epitope). (4) The epitope is SEETGTLIV. The TCR CDR3 sequence is CASSLWGAVTSTDTQYF. Result: 0 (the TCR does not bind to the epitope). (5) The epitope is SFHSLHLLF. The TCR CDR3 sequence is CASSRAGLAGEQFF. Result: 0 (the TCR does not bind to the epitope). (6) The epitope is GILGFVFTL. The TCR CDR3 sequence is CASSVDSGSDYEQYF. Result: 1 (the TCR binds to the epitope).